This data is from Full USPTO retrosynthesis dataset with 1.9M reactions from patents (1976-2016). The task is: Predict the reactants needed to synthesize the given product. Given the product [C:8]([O:18][C:32]([N:33]1[CH2:6][CH:8]2[CH:16]([CH:17]=[O:20])[CH:13]([CH2:12][CH2:11][CH2:10][CH2:9]2)[CH2:14]1)=[O:19])([CH3:16])([CH3:9])[CH3:6], predict the reactants needed to synthesize it. The reactants are: C(O[C:6]([CH:8]([CH2:16][CH3:17])[CH2:9][CH2:10][CH2:11][CH2:12][CH2:13][CH2:14]C)=O)(C)(C)C.[OH2:18].[OH2:19].[OH2:20].O.O.O.O.[Cl-].[Cl-].[Cl-].[Ce+3].[I-].[Na+].C[C:32]#[N:33].